This data is from NCI-60 drug combinations with 297,098 pairs across 59 cell lines. The task is: Regression. Given two drug SMILES strings and cell line genomic features, predict the synergy score measuring deviation from expected non-interaction effect. Drug 1: CC1=C(C=C(C=C1)NC2=NC=CC(=N2)N(C)C3=CC4=NN(C(=C4C=C3)C)C)S(=O)(=O)N.Cl. Drug 2: CC12CCC(CC1=CCC3C2CCC4(C3CC=C4C5=CN=CC=C5)C)O. Cell line: HL-60(TB). Synergy scores: CSS=23.9, Synergy_ZIP=36.5, Synergy_Bliss=31.0, Synergy_Loewe=5.73, Synergy_HSA=7.08.